From a dataset of Forward reaction prediction with 1.9M reactions from USPTO patents (1976-2016). Predict the product of the given reaction. (1) Given the reactants [CH3:1][O:2][C:3]1[CH:18]=[CH:17][C:6]([CH2:7][N:8]2[CH2:13][CH2:12][CH2:11][CH:10]([CH2:14][CH2:15][CH3:16])[CH2:9]2)=[CH:5][CH:4]=1.[H][H].C(C1C=CC(OC2[CH:35]=[CH:34][C:31]([C:32]#[N:33])=[CH:30][N:29]=2)=CC=1)=O.[BH3-]C#N.[Na+].CC(O)=[O:44].CO, predict the reaction product. The product is: [CH2:14]([CH:10]1[CH2:11][CH2:12][CH2:13][N:8]([CH2:7][C:6]2[CH:5]=[CH:4][C:3]([O:2][C:1]3[CH:35]=[CH:34][C:31]([C:32]([NH2:33])=[O:44])=[CH:30][N:29]=3)=[CH:18][CH:17]=2)[CH2:9]1)[CH2:15][CH3:16]. (2) Given the reactants C(O)(C(F)(F)F)=O.[CH:8]1([N:13]2[C:17]3[N:18]=[C:19]([NH2:22])[N:20]=[CH:21][C:16]=3[C:15]3[CH:23]=[CH:24][N:25]=[CH:26][C:14]2=3)[CH2:12][CH2:11][CH2:10][CH2:9]1.Cl[C:28]1[N:33]=[CH:32][C:31]([CH2:34][N:35]2[CH2:40][CH2:39][N:38](C(OC(C)(C)C)=O)[CH2:37][CH2:36]2)=[CH:30][CH:29]=1, predict the reaction product. The product is: [CH:8]1([N:13]2[C:17]3[N:18]=[C:19]([NH:22][C:28]4[CH:29]=[CH:30][C:31]([CH2:34][N:35]5[CH2:40][CH2:39][NH:38][CH2:37][CH2:36]5)=[CH:32][N:33]=4)[N:20]=[CH:21][C:16]=3[C:15]3[CH:23]=[CH:24][N:25]=[CH:26][C:14]2=3)[CH2:9][CH2:10][CH2:11][CH2:12]1. (3) Given the reactants [CH:1]1([C:4]2[N:8]=[C:7]([C:9]3[C:13]4[CH2:14][C:15]([CH3:19])([CH3:18])[CH2:16][CH2:17][C:12]=4[S:11][C:10]=3[NH2:20])[O:6][N:5]=2)[CH2:3][CH2:2]1.[CH:21]12[CH2:28][CH2:27][CH:24]([CH2:25][CH2:26]1)[C:23]1[C:29]([O:31][C:32](=[O:33])[C:22]2=1)=[O:30], predict the reaction product. The product is: [CH:1]1([C:4]2[N:8]=[C:7]([C:9]3[C:13]4[CH2:14][C:15]([CH3:18])([CH3:19])[CH2:16][CH2:17][C:12]=4[S:11][C:10]=3[NH:20][C:32]([C:22]3[CH:21]4[CH2:28][CH2:27][CH:24]([CH2:25][CH2:26]4)[C:23]=3[C:29]([OH:31])=[O:30])=[O:33])[O:6][N:5]=2)[CH2:3][CH2:2]1. (4) The product is: [CH:49]1([O:48][C:46]2[CH:45]=[C:44]([CH3:54])[N:43]=[C:42]([NH:40][C:30]3[CH:31]=[CH:32][C:33]([N:34]4[CH:38]=[C:37]([CH3:39])[N:36]=[CH:35]4)=[C:28]([O:27][CH3:26])[CH:29]=3)[N:47]=2)[CH2:50][CH2:51][CH2:52][CH2:53]1. Given the reactants C1(P(C2CCCCC2)C2C=CC=CC=2C2C=CC=CC=2)CCCCC1.[CH3:26][O:27][C:28]1[CH:29]=[C:30]([NH2:40])[CH:31]=[CH:32][C:33]=1[N:34]1[CH:38]=[C:37]([CH3:39])[N:36]=[CH:35]1.Cl[C:42]1[N:47]=[C:46]([O:48][CH:49]2[CH2:53][CH2:52][CH2:51][CH2:50]2)[CH:45]=[C:44]([CH3:54])[N:43]=1.ClC1C=C(C)N=C(OC2CCCC2)N=1, predict the reaction product. (5) Given the reactants Cl.Cl.Cl.[S:4]1[C:12]2[CH:11]=[CH:10][N:9]=[C:8]([N:13]3[CH2:18][CH2:17][N:16]([CH2:19][CH2:20][C@H:21]4[CH2:26][CH2:25][C@H:24]([NH2:27])[CH2:23][CH2:22]4)[CH2:15][CH2:14]3)[C:7]=2[CH:6]=[CH:5]1.[CH3:28][O:29][C@H:30]1[CH2:35][CH2:34][C@H:33]([CH2:36][C:37](O)=[O:38])[CH2:32][CH2:31]1, predict the reaction product. The product is: [CH3:28][O:29][C@H:30]1[CH2:35][CH2:34][C@H:33]([CH2:36][C:37]([NH:27][C@H:24]2[CH2:25][CH2:26][C@H:21]([CH2:20][CH2:19][N:16]3[CH2:17][CH2:18][N:13]([C:8]4[C:7]5[CH:6]=[CH:5][S:4][C:12]=5[CH:11]=[CH:10][N:9]=4)[CH2:14][CH2:15]3)[CH2:22][CH2:23]2)=[O:38])[CH2:32][CH2:31]1. (6) Given the reactants CS(O[C:6]1([C:23]2[CH:28]=[CH:27][C:26]([C:29]3[CH2:33][C:32]([C:38]4[CH:43]=[C:42]([Cl:44])[C:41]([Cl:45])=[C:40]([Cl:46])[CH:39]=4)([C:34]([F:37])([F:36])[F:35])[O:31][N:30]=3)=[CH:25][CH:24]=2)[CH2:9][N:8]([CH:10]([C:17]2[CH:22]=[CH:21][CH:20]=[CH:19][CH:18]=2)[C:11]2[CH:16]=[CH:15][CH:14]=[CH:13][CH:12]=2)[CH2:7]1)(=O)=O.[N-:47]=[N+:48]=[N-:49].[Na+].CS(C)=O, predict the reaction product. The product is: [N:47]([C:6]1([C:23]2[CH:28]=[CH:27][C:26]([C:29]3[CH2:33][C:32]([C:38]4[CH:43]=[C:42]([Cl:44])[C:41]([Cl:45])=[C:40]([Cl:46])[CH:39]=4)([C:34]([F:37])([F:36])[F:35])[O:31][N:30]=3)=[CH:25][CH:24]=2)[CH2:9][N:8]([CH:10]([C:17]2[CH:22]=[CH:21][CH:20]=[CH:19][CH:18]=2)[C:11]2[CH:16]=[CH:15][CH:14]=[CH:13][CH:12]=2)[CH2:7]1)=[N+:48]=[N-:49].